This data is from KCNQ2 potassium channel screen with 302,405 compounds. The task is: Binary Classification. Given a drug SMILES string, predict its activity (active/inactive) in a high-throughput screening assay against a specified biological target. (1) The molecule is O1CCN(CCCNC(=O)c2noc(c2)c2ccc(cc2)C)CC1. The result is 0 (inactive). (2) The drug is S1(=O)(=O)N=C(SCC(=O)c2ccccc2)Nc2c1cccc2. The result is 0 (inactive). (3) The drug is Clc1cc(NC(=O)Cn2c3c(oc2=O)cccc3)c(OC)cc1. The result is 0 (inactive). (4) The compound is Oc1c(Cn2nnc3c2cccc3)cccc1C. The result is 0 (inactive). (5) The drug is s1c2c(nc1NC(=S)NC(=O)c1occc1)ccc(F)c2. The result is 1 (active). (6) The compound is S(=O)(=O)(CCC(NC(=O)C)C(=O)Nc1c(F)cccc1F)C. The result is 0 (inactive). (7) The drug is S(c1n(c(=O)c2c(n1)cccc2)c1ccccc1)CC(=O)NC(=O)CN1CCCC1=O. The result is 0 (inactive).